Predict which catalyst facilitates the given reaction. From a dataset of Catalyst prediction with 721,799 reactions and 888 catalyst types from USPTO. (1) Reactant: Cl.[CH2:2]([O:4][C:5](=[O:8])[CH2:6][NH2:7])[CH3:3].[Cl:9][C:10]1[C:15]([N+:16]([O-:18])=[O:17])=[C:14](Cl)[N:13]=[CH:12][N:11]=1.C(N(C(C)C)C(C)C)C. Product: [CH2:2]([O:4][C:5](=[O:8])[CH2:6][NH:7][C:14]1[C:15]([N+:16]([O-:18])=[O:17])=[C:10]([Cl:9])[N:11]=[CH:12][N:13]=1)[CH3:3]. The catalyst class is: 3. (2) Reactant: [CH3:1][O:2][C:3]1[C:12]([O:13]C)=[CH:11][C:6]([C:7]([O:9][CH3:10])=[O:8])=[C:5]([N+:15]([O-:17])=[O:16])[CH:4]=1.[OH-].[K+]. Product: [OH:13][C:12]1[C:3]([O:2][CH3:1])=[CH:4][C:5]([N+:15]([O-:17])=[O:16])=[C:6]([CH:11]=1)[C:7]([O:9][CH3:10])=[O:8]. The catalyst class is: 6. (3) Reactant: N(C([O-])=O)=NC([O-])=O.[K+].[K+].[C:11]([O:15][C:16]([N:18]1[CH2:23][CH2:22][CH:21]([CH:24]=[CH:25][C:26]([F:35])([F:34])[C:27]2[CH:32]=[CH:31][C:30]([F:33])=[CH:29][CH:28]=2)[CH2:20][CH2:19]1)=[O:17])([CH3:14])([CH3:13])[CH3:12].C(O)(=O)C. Product: [C:11]([O:15][C:16]([N:18]1[CH2:19][CH2:20][CH:21]([CH2:24][CH2:25][C:26]([F:35])([F:34])[C:27]2[CH:32]=[CH:31][C:30]([F:33])=[CH:29][CH:28]=2)[CH2:22][CH2:23]1)=[O:17])([CH3:14])([CH3:12])[CH3:13]. The catalyst class is: 125. (4) Reactant: Br[C:2]1[S:16][C:5]2[N:6]=[CH:7][N:8]=[C:9]([S:10][CH2:11][C:12]([O:14][CH3:15])=[O:13])[C:4]=2[C:3]=1[CH3:17].[CH2:18]([Zn]CC)[CH3:19]. Product: [CH2:18]([C:2]1[S:16][C:5]2[N:6]=[CH:7][N:8]=[C:9]([S:10][CH2:11][C:12]([O:14][CH3:15])=[O:13])[C:4]=2[C:3]=1[CH3:17])[CH3:19]. The catalyst class is: 3. (5) The catalyst class is: 114. Product: [Cl:8][C:6]1[N:5]=[C:4]([NH2:9])[N:3]=[C:2]([NH:15][C@H:13]([CH:10]2[CH2:12][CH2:11]2)[CH3:14])[CH:7]=1. Reactant: Cl[C:2]1[CH:7]=[C:6]([Cl:8])[N:5]=[C:4]([NH2:9])[N:3]=1.[CH:10]1([C@@H:13]([NH2:15])[CH3:14])[CH2:12][CH2:11]1.CCN(C(C)C)C(C)C. (6) Reactant: [Br:1][C:2]1[O:6][C:5]([CH:7]=O)=[CH:4][CH:3]=1.[CH2:9]([NH2:13])[CH:10]([CH3:12])[CH3:11].[BH4-].[Na+]. Product: [Br:1][C:2]1[O:6][C:5]([CH2:7][NH:13][CH2:9][CH:10]([CH3:12])[CH3:11])=[CH:4][CH:3]=1. The catalyst class is: 5. (7) Reactant: [C:1]1(=[O:11])[O:6][C:4](=O)[C:3]2=[CH:7][CH:8]=[CH:9][CH:10]=[C:2]12.[C:12]([O:16][C:17](=[O:20])[NH:18][NH2:19])([CH3:15])([CH3:14])[CH3:13]. Product: [C:12]([O:16][C:17]([NH:18][N:19]1[C:1](=[O:11])[C:2]2=[CH:10][CH:9]=[CH:8][CH:7]=[C:3]2[C:4]1=[O:6])=[O:20])([CH3:15])([CH3:14])[CH3:13]. The catalyst class is: 11.